Dataset: Catalyst prediction with 721,799 reactions and 888 catalyst types from USPTO. Task: Predict which catalyst facilitates the given reaction. (1) Reactant: [Cl:1][C:2]1[CH:34]=[CH:33][C:5]([O:6][C:7]2[CH:12]=[CH:11][C:10]([N:13]3[CH:17]([C:18]4[CH:23]=[CH:22][CH:21]=[C:20]([C:24]([F:27])([F:26])[F:25])[CH:19]=4)[CH2:16][N:15]([CH2:28][C:29](O)=[O:30])[C:14]3=[O:32])=[CH:9][CH:8]=2)=[CH:4][CH:3]=1.CN(C(O[N:43]1N=N[C:45]2[CH:46]=CC=N[C:44]1=2)=[N+](C)C)C.F[P-](F)(F)(F)(F)F.CCN(C(C)C)C(C)C.C(N)CC. Product: [Cl:1][C:2]1[CH:3]=[CH:4][C:5]([O:6][C:7]2[CH:12]=[CH:11][C:10]([N:13]3[CH:17]([C:18]4[CH:23]=[CH:22][CH:21]=[C:20]([C:24]([F:26])([F:25])[F:27])[CH:19]=4)[CH2:16][N:15]([CH2:28][C:29]([NH:43][CH2:44][CH2:45][CH3:46])=[O:30])[C:14]3=[O:32])=[CH:9][CH:8]=2)=[CH:33][CH:34]=1. The catalyst class is: 3. (2) Reactant: [C:1]([C@H:4]([N:9]([CH2:20][C:21]1[CH:29]=[CH:28][C:24]([C:25]([OH:27])=O)=[CH:23][CH:22]=1)[S:10]([C:13]1[CH:18]=[CH:17][C:16]([Cl:19])=[CH:15][CH:14]=1)(=[O:12])=[O:11])[CH2:5][CH:6]([CH3:8])[CH3:7])(=[O:3])[NH2:2].[NH:30]1[CH2:35][CH2:34][O:33][CH2:32][CH2:31]1.ON1C2C=CC=CC=2N=N1.Cl.CN(C)CCCN=C=NCC.CCN(C(C)C)C(C)C.C(O)(=O)CC(CC(O)=O)(C(O)=O)O. Product: [Cl:19][C:16]1[CH:17]=[CH:18][C:13]([S:10]([N:9]([C@H:4]([CH2:5][CH:6]([CH3:7])[CH3:8])[C:1]([NH2:2])=[O:3])[CH2:20][C:21]2[CH:29]=[CH:28][C:24]([C:25]([N:30]3[CH2:35][CH2:34][O:33][CH2:32][CH2:31]3)=[O:27])=[CH:23][CH:22]=2)(=[O:12])=[O:11])=[CH:14][CH:15]=1. The catalyst class is: 3. (3) Reactant: [Si]([O:8][C@H:9]1[CH2:14][N:13]([C:15]([O:17][C:18]([CH3:21])([CH3:20])[CH3:19])=[O:16])[C@@H:12]([CH2:22][CH2:23][C:24]2[C:33]3[C:28](=[CH:29][CH:30]=[C:31]([O:34][CH3:35])[N:32]=3)[N:27]=[CH:26][C:25]=2[F:36])[CH2:11][CH2:10]1)(C(C)(C)C)(C)C.[F-].C([N+](CCCC)(CCCC)CCCC)CCC. Product: [F:36][C:25]1[CH:26]=[N:27][C:28]2[C:33]([C:24]=1[CH2:23][CH2:22][C@H:12]1[CH2:11][CH2:10][C@@H:9]([OH:8])[CH2:14][N:13]1[C:15]([O:17][C:18]([CH3:19])([CH3:21])[CH3:20])=[O:16])=[N:32][C:31]([O:34][CH3:35])=[CH:30][CH:29]=2. The catalyst class is: 1.